Dataset: Catalyst prediction with 721,799 reactions and 888 catalyst types from USPTO. Task: Predict which catalyst facilitates the given reaction. (1) Reactant: F[C:2]1[C:3](CC#N)=[N:4][CH:5]=[CH:6][CH:7]=1.F[C:12]1[CH:17]=[CH:16][CH:15]=[C:14]([F:18])[N:13]=1.C[Si]([N-][Si](C)(C)C)(C)C.[Na+]. Product: [F:18][C:14]1[N:13]=[C:12]([C:2]2([C:3]#[N:4])[CH2:7][CH2:6][CH2:5]2)[CH:17]=[CH:16][CH:15]=1. The catalyst class is: 11. (2) Reactant: [CH3:1][C:2]1[S:3][C:4]([C:10]2[CH:15]=[CH:14][CH:13]=[CH:12][CH:11]=2)=[C:5]([C:7]([OH:9])=O)[N:6]=1.C(Cl)(=O)C(Cl)=O.CN(C=O)C.[F:27][C:28]1[N:32]2[CH:33]=[CH:34][CH:35]=[C:36]([CH3:37])[C:31]2=[N:30][C:29]=1[CH2:38][C@@H:39]1[CH2:44][CH2:43][CH2:42][CH2:41][NH:40]1. Product: [F:27][C:28]1[N:32]2[CH:33]=[CH:34][CH:35]=[C:36]([CH3:37])[C:31]2=[N:30][C:29]=1[CH2:38][C@@H:39]1[CH2:44][CH2:43][CH2:42][CH2:41][N:40]1[C:7]([C:5]1[N:6]=[C:2]([CH3:1])[S:3][C:4]=1[C:10]1[CH:15]=[CH:14][CH:13]=[CH:12][CH:11]=1)=[O:9]. The catalyst class is: 2. (3) Reactant: [N+:1]([CH2:4][CH3:5])([O-])=[O:2].C1(N=C=O)C=CC=CC=1.[C:15]([Sn:17]([CH2:26][CH2:27][CH2:28][CH3:29])([CH2:22][CH2:23][CH2:24][CH3:25])[CH2:18][CH2:19][CH2:20][CH3:21])#[CH:16].CCN(CC)CC. Product: [CH3:5][C:4]1[CH:16]=[C:15]([Sn:17]([CH2:22][CH2:23][CH2:24][CH3:25])([CH2:18][CH2:19][CH2:20][CH3:21])[CH2:26][CH2:27][CH2:28][CH3:29])[O:2][N:1]=1. The catalyst class is: 48. (4) The catalyst class is: 146. Reactant: O[CH2:2][C@H:3]([NH:8][C:9]([C:22]1[CH:27]=[CH:26][CH:25]=[CH:24][CH:23]=1)([C:16]1[CH:21]=[CH:20][CH:19]=[CH:18][CH:17]=1)[C:10]1[CH:15]=[CH:14][CH:13]=[CH:12][CH:11]=1)[C:4]([O:6][CH3:7])=[O:5].C(N(CC)CC)C.CN(C1C=CC=CN=1)C.CS(Cl)(=O)=O. Product: [C:9]([N@:8]1[CH2:2][CH:3]1[C:4]([O:6][CH3:7])=[O:5])([C:10]1[CH:11]=[CH:12][CH:13]=[CH:14][CH:15]=1)([C:22]1[CH:27]=[CH:26][CH:25]=[CH:24][CH:23]=1)[C:16]1[CH:17]=[CH:18][CH:19]=[CH:20][CH:21]=1. (5) Reactant: [CH2:1]([O:8][C:9]1[CH:14]=[CH:13][C:12]([N:15]2[C:19]3=[N:20][CH:21]=[C:22]([OH:24])[CH:23]=[C:18]3[N:17]([CH2:25][CH3:26])[C:16]2=[O:27])=[CH:11][CH:10]=1)[C:2]1[CH:7]=[CH:6][CH:5]=[CH:4][CH:3]=1.Cl[C:29]([F:34])([F:33])C([O-])=O.[Na+].C([O-])([O-])=O.[K+].[K+].CN(C=O)C. Product: [CH2:1]([O:8][C:9]1[CH:10]=[CH:11][C:12]([N:15]2[C:19]3=[N:20][CH:21]=[C:22]([O:24][CH:29]([F:34])[F:33])[CH:23]=[C:18]3[N:17]([CH2:25][CH3:26])[C:16]2=[O:27])=[CH:13][CH:14]=1)[C:2]1[CH:7]=[CH:6][CH:5]=[CH:4][CH:3]=1. The catalyst class is: 6. (6) Reactant: [CH3:1][C@H:2]1[CH2:8][NH:7][CH2:6][C:5]2[CH:9]=[CH:10][C:11]([C:13]([O:15][CH3:16])=[O:14])=[CH:12][C:4]=2[O:3]1.CCN(CC)CC.[CH3:24][O:25][C:26]1[CH:31]=[CH:30][C:29]([S:32](Cl)(=[O:34])=[O:33])=[CH:28][CH:27]=1. Product: [CH3:24][O:25][C:26]1[CH:27]=[CH:28][C:29]([S:32]([N:7]2[CH2:6][C:5]3[CH:9]=[CH:10][C:11]([C:13]([O:15][CH3:16])=[O:14])=[CH:12][C:4]=3[O:3][C@@H:2]([CH3:1])[CH2:8]2)(=[O:34])=[O:33])=[CH:30][CH:31]=1. The catalyst class is: 172.